From a dataset of Cav3 T-type calcium channel HTS with 100,875 compounds. Binary Classification. Given a drug SMILES string, predict its activity (active/inactive) in a high-throughput screening assay against a specified biological target. (1) The result is 0 (inactive). The molecule is O(C(=O)c1n2c(nc1C)cc(cc2)C)CC. (2) The molecule is Clc1cc(S(=O)(=O)N(CCc2ccccc2)CC(O)=O)ccc1OC. The result is 0 (inactive). (3) The drug is FC(F)(F)c1cc(NC(=O)C)c(OCC2OCCC2)cc1. The result is 0 (inactive). (4) The drug is S(=O)(=O)(N1CCN(CC1)C)c1cc(C(C)C)c(cc1OCC)C. The result is 0 (inactive).